From a dataset of NCI-60 drug combinations with 297,098 pairs across 59 cell lines. Regression. Given two drug SMILES strings and cell line genomic features, predict the synergy score measuring deviation from expected non-interaction effect. Synergy scores: CSS=80.9, Synergy_ZIP=2.18, Synergy_Bliss=2.00, Synergy_Loewe=0.732, Synergy_HSA=4.62. Drug 2: CCC1=C2N=C(C=C(N2N=C1)NCC3=C[N+](=CC=C3)[O-])N4CCCCC4CCO. Drug 1: CC1C(C(CC(O1)OC2CC(CC3=C2C(=C4C(=C3O)C(=O)C5=C(C4=O)C(=CC=C5)OC)O)(C(=O)CO)O)N)O. Cell line: SW-620.